Dataset: Full USPTO retrosynthesis dataset with 1.9M reactions from patents (1976-2016). Task: Predict the reactants needed to synthesize the given product. (1) Given the product [NH2:32][CH2:33][C:34]1([C:49]([NH:58][C:55]2[S:56][CH:57]=[C:53]([CH3:52])[N:54]=2)=[O:50])[CH2:39][CH2:38][N:37]([C:40]2[C:41]3[CH:48]=[CH:47][NH:46][C:42]=3[N:43]=[CH:44][N:45]=2)[CH2:36][CH2:35]1, predict the reactants needed to synthesize it. The reactants are: CN(C(ON1N=NC2C=CC=NC1=2)=[N+](C)C)C.F[P-](F)(F)(F)(F)F.C(OC([NH:32][CH2:33][C:34]1([C:49](O)=[O:50])[CH2:39][CH2:38][N:37]([C:40]2[C:41]3[CH:48]=[CH:47][NH:46][C:42]=3[N:43]=[CH:44][N:45]=2)[CH2:36][CH2:35]1)=O)(C)(C)C.[CH3:52][C:53]1[N:54]=[C:55]([NH2:58])[S:56][CH:57]=1.C(N(C(C)C)CC)(C)C.FC(F)(F)C(O)=O.C(=O)(O)[O-].[Na+]. (2) Given the product [Br:1][C:2]1[C:3]([O:20][C:21]2[CH:26]=[CH:25][C:24]([F:27])=[CH:23][C:22]=2[F:28])=[CH:4][C:5]([O:11][C:12]2[CH:17]=[CH:16][C:15]([F:18])=[CH:14][C:13]=2[F:19])=[C:6]([CH:7]=1)[NH2:8], predict the reactants needed to synthesize it. The reactants are: [Br:1][C:2]1[CH:7]=[C:6]([N+:8]([O-])=O)[C:5]([O:11][C:12]2[CH:17]=[CH:16][C:15]([F:18])=[CH:14][C:13]=2[F:19])=[CH:4][C:3]=1[O:20][C:21]1[CH:26]=[CH:25][C:24]([F:27])=[CH:23][C:22]=1[F:28].[Cl-].[NH4+].C(O)C.O. (3) The reactants are: [CH3:1][C:2]1[CH2:22][S:21][C@@H:5]2[C@H:6]([NH:9][C:10]([C@H:12]([NH2:20])[C:13]3[CH:18]=[CH:17][C:16]([OH:19])=[CH:15][CH:14]=3)=[O:11])[C:7](=[O:8])[N:4]2[C:3]=1[C:23]([OH:25])=[O:24].O. Given the product [CH3:1][C:2]1[CH2:22][S:21][C@@H:5]2[C@H:6]([NH:9][C:10]([C@H:12]([NH2:20])[C:13]3[CH:18]=[CH:17][C:16]([OH:19])=[CH:15][CH:14]=3)=[O:11])[C:7](=[O:8])[N:4]2[C:3]=1[C:23]([OH:25])=[O:24], predict the reactants needed to synthesize it. (4) Given the product [B:8]([O-:11])([O-:10])[O-:9].[B:12]([O-:15])([O-:14])[O-:13].[B:16]([O-:19])([O-:18])[O-:17].[B:20]([O-:23])([O-:22])[O-:21].[B:8]([O-:11])([O-:10])[O-:9].[NH4+:2].[NH4+:2].[NH4+:2].[NH4+:2].[NH4+:2].[NH4+:2].[NH4+:2].[NH4+:2].[NH4+:2].[NH4+:2].[NH4+:2].[NH4+:2].[NH4+:2].[NH4+:2].[NH4+:2], predict the reactants needed to synthesize it. The reactants are: [OH-].[NH4+:2].P(=O)(O)(O)O.[B:8]([O-:11])([O-:10])[O-:9].[B:12]([O-:15])([O-:14])[O-:13].[B:16]([O-:19])([O-:18])[O-:17].[B:20]([O-:23])([O-:22])[O-:21].[Na+].[Na+].[Na+].[Na+].[Na+].[Na+].[Na+].[Na+].[Na+].[Na+].[Na+].[Na+]. (5) Given the product [CH3:1][O:2][C:3](=[O:14])[CH2:4][O:5][C:6]1[CH:11]=[CH:10][C:9]([F:12])=[C:8]2[C:7]=1[C:17](=[O:16])[C:18]([CH2:23][C:24]1[CH:25]=[CH:26][C:27]([S:30]([N:33]3[CH2:38][CH2:37][O:36][CH2:35][CH2:34]3)(=[O:32])=[O:31])=[CH:28][CH:29]=1)=[C:19]([CH2:20][CH3:21])[NH:13]2, predict the reactants needed to synthesize it. The reactants are: [CH3:1][O:2][C:3](=[O:14])[CH2:4][O:5][C:6]1[CH:11]=[CH:10][C:9]([F:12])=[C:8]([NH2:13])[CH:7]=1.C[O:16][C:17](=O)[CH:18]([CH2:23][C:24]1[CH:29]=[CH:28][C:27]([S:30]([N:33]2[CH2:38][CH2:37][O:36][CH2:35][CH2:34]2)(=[O:32])=[O:31])=[CH:26][CH:25]=1)[C:19](=O)[CH2:20][CH3:21].O1CCOCC1. (6) The reactants are: F[C:2]1[CH:7]=[CH:6][C:5]([NH:8][S:9]([CH2:12][CH3:13])(=[O:11])=[O:10])=[CH:4][C:3]=1[N+:14]([O-:16])=[O:15].[F:17][C:18]1([F:26])[CH2:23][CH2:22][CH:21]([CH2:24][NH2:25])[CH2:20][CH2:19]1.CCN(C(C)C)C(C)C.C(CN)O. Given the product [F:17][C:18]1([F:26])[CH2:23][CH2:22][CH:21]([CH2:24][NH:25][C:2]2[CH:7]=[CH:6][C:5]([NH:8][S:9]([CH2:12][CH3:13])(=[O:11])=[O:10])=[CH:4][C:3]=2[N+:14]([O-:16])=[O:15])[CH2:20][CH2:19]1, predict the reactants needed to synthesize it. (7) Given the product [Cl:16][C:17]1[CH:18]=[C:19]([CH:22]=[CH:23][C:24]=1[O:25][C:26]1[CH:31]=[CH:30][C:29](/[CH:32]=[C:14]2/[C:10]([NH:6][CH2:5][CH2:4][N:3]([CH2:7][CH3:8])[CH2:1][CH3:2])=[N:11][C:12](=[O:15])[S:13]/2)=[CH:28][C:27]=1[O:34][CH3:35])[C:20]#[N:21], predict the reactants needed to synthesize it. The reactants are: [CH2:1]([N:3]([CH2:7][CH3:8])[CH2:4][CH2:5][NH2:6])[CH3:2].S=[C:10]1[CH2:14][S:13][C:12](=[O:15])[NH:11]1.[Cl:16][C:17]1[CH:18]=[C:19]([CH:22]=[CH:23][C:24]=1[O:25][C:26]1[CH:31]=[CH:30][C:29]([CH:32]=O)=[CH:28][C:27]=1[O:34][CH3:35])[C:20]#[N:21].CC(C)([O-])C.[K+].[Cl-].[NH4+]. (8) The reactants are: [NH2:1][CH2:2][CH2:3][CH2:4][N:5]1[C:13]2[C:8](=[CH:9][C:10]([Br:14])=[CH:11][CH:12]=2)[C:7]2([O:19][CH2:18][CH2:17][CH2:16][O:15]2)[C:6]1=O.N. Given the product [Br:14][C:10]1[CH:11]=[CH:12][C:13]2[N:5]3[CH2:4][CH2:3][CH2:2][N:1]=[C:6]3[C:7]3([O:19][CH2:18][CH2:17][CH2:16][O:15]3)[C:8]=2[CH:9]=1, predict the reactants needed to synthesize it. (9) Given the product [C:26]([O:25][C:24](=[O:30])[NH:23][CH:19]1[CH2:20][CH2:21][CH2:22][N:17]([C:6]2[N:5]([CH2:1][C:2]#[C:3][CH3:4])[C:13]3[C:8](=[N:9][C:10]([Cl:15])=[N:11][C:12]=3[Cl:14])[N:7]=2)[CH2:18]1)([CH3:29])([CH3:27])[CH3:28], predict the reactants needed to synthesize it. The reactants are: [CH2:1]([N:5]1[C:13]2[C:8](=[N:9][C:10]([Cl:15])=[N:11][C:12]=2[Cl:14])[N:7]=[C:6]1Cl)[C:2]#[C:3][CH3:4].[NH:17]1[CH2:22][CH2:21][CH2:20][CH:19]([NH:23][C:24](=[O:30])[O:25][C:26]([CH3:29])([CH3:28])[CH3:27])[CH2:18]1.C(#N)C.